Dataset: Reaction yield outcomes from USPTO patents with 853,638 reactions. Task: Predict the reaction yield, written as a fraction of the theoretical maximum amount of product (1.0 means a 100% yield; for example, 0.34 means a 34% yield). (1) The reactants are [CH3:1][C:2]1[CH:7]=[CH:6][C:5]([C:8]2[CH:13]=[CH:12][CH:11]=[CH:10][C:9]=2[C:14]2[N:18]([C:19]([C:32]3[CH:37]=[CH:36][CH:35]=[CH:34][CH:33]=3)([C:26]3[CH:31]=[CH:30][CH:29]=[CH:28][CH:27]=3)[C:20]3[CH:25]=[CH:24][CH:23]=[CH:22][CH:21]=3)[N:17]=[N:16][N:15]=2)=[CH:4][CH:3]=1.[Br:38]N1C(=O)CCC1=O.C(OOC(=O)C1C=CC=CC=1)(=O)C1C=CC=CC=1. The catalyst is C(Cl)(Cl)(Cl)Cl. The product is [Br:38][CH2:1][C:2]1[CH:3]=[CH:4][C:5]([C:8]2[CH:13]=[CH:12][CH:11]=[CH:10][C:9]=2[C:14]2[N:18]([C:19]([C:32]3[CH:37]=[CH:36][CH:35]=[CH:34][CH:33]=3)([C:26]3[CH:27]=[CH:28][CH:29]=[CH:30][CH:31]=3)[C:20]3[CH:25]=[CH:24][CH:23]=[CH:22][CH:21]=3)[N:17]=[N:16][N:15]=2)=[CH:6][CH:7]=1. The yield is 0.200. (2) The reactants are [C:1]([C@@H:3]1[CH2:7][C@@H:6]([C:8](=[O:28])[NH:9][CH2:10][C:11]2[CH:16]=[C:15]([C:17]3[CH:18]=[N:19][C:20]([C:23]([F:26])([F:25])[F:24])=[N:21][CH:22]=3)[CH:14]=[CH:13][C:12]=2[F:27])[N:5](C(OC(C)(C)C)=O)[C@H:4]1[CH3:36])#[N:2].FC(F)(F)C(O)=O. The catalyst is ClCCl. The product is [C:1]([C@H:3]1[C@H:4]([CH3:36])[NH:5][C@H:6]([C:8]([NH:9][CH2:10][C:11]2[CH:16]=[C:15]([C:17]3[CH:22]=[N:21][C:20]([C:23]([F:26])([F:24])[F:25])=[N:19][CH:18]=3)[CH:14]=[CH:13][C:12]=2[F:27])=[O:28])[CH2:7]1)#[N:2]. The yield is 0.550. (3) The reactants are [C:1]([C:4]1[CH:39]=[CH:38][C:7]([CH2:8][N:9]2[CH2:37][CH2:36][C:12]3[NH:13][C:14]4[CH:15]=[CH:16][C:17]([C:20]([NH:22][CH:23]5[CH2:28][CH2:27][N:26]([C:29](OC(C)(C)C)=O)[CH2:25][CH2:24]5)=[O:21])=[CH:18][C:19]=4[C:11]=3[CH2:10]2)=[CH:6][CH:5]=1)(=[O:3])[NH2:2]. The catalyst is Cl.O1CCOCC1. The product is [C:1]([C:4]1[CH:5]=[CH:6][C:7]([CH2:8][N:9]2[CH2:37][CH2:36][C:12]3[NH:13][C:14]4[CH:15]=[CH:16][C:17]([C:20]([NH:22][CH:23]5[CH2:24][CH2:25][N:26]([CH2:29][C:7]6[CH:38]=[CH:39][C:4]([C:1]#[N:2])=[CH:5][CH:6]=6)[CH2:27][CH2:28]5)=[O:21])=[CH:18][C:19]=4[C:11]=3[CH2:10]2)=[CH:38][CH:39]=1)(=[O:3])[NH2:2]. The yield is 0.990. (4) The reactants are [NH2:1][C:2]1[C:7]2[C:8](=[O:30])[N:9]([C:14]3[CH:19]=[CH:18][C:17]([C@H:20]4[CH2:25][CH2:24][C@H:23]([CH2:26][C:27](O)=O)[CH2:22][CH2:21]4)=[CH:16][CH:15]=3)[CH2:10][C@@H:11]([CH3:13])[O:12][C:6]=2[N:5]=[CH:4][N:3]=1.C[N:32](C=O)C.C(Cl)(=O)C(Cl)=O. The catalyst is C1COCC1. The product is [NH2:1][C:2]1[C:7]2[C:8](=[O:30])[N:9]([C:14]3[CH:15]=[CH:16][C:17]([C@H:20]4[CH2:25][CH2:24][C@H:23]([CH2:26][C:27]#[N:32])[CH2:22][CH2:21]4)=[CH:18][CH:19]=3)[CH2:10][C@@H:11]([CH3:13])[O:12][C:6]=2[N:5]=[CH:4][N:3]=1. The yield is 0.530. (5) The reactants are [OH:1][C:2]1[CH:3]=[C:4]2[C:9](=[CH:10][C:11]=1[CH3:12])[O:8][C:7]1([CH2:21][C:20]([CH3:23])([CH3:22])[C:19]3[C:14](=[CH:15][C:16]([CH3:25])=[C:17]([OH:24])[CH:18]=3)[O:13]1)[CH2:6][C:5]2([CH3:27])[CH3:26].Br[CH2:29][C:30]([O:32][CH2:33][CH3:34])=[O:31].C([O-])([O-])=O.[K+].[K+].Cl. The catalyst is CN(C=O)C. The product is [CH2:33]([O:32][C:30](=[O:31])[CH2:29][O:24][C:17]1[CH:18]=[C:19]2[C:14](=[CH:15][C:16]=1[CH3:25])[O:13][C:7]1([CH2:6][C:5]([CH3:27])([CH3:26])[C:4]3[C:9](=[CH:10][C:11]([CH3:12])=[C:2]([OH:1])[CH:3]=3)[O:8]1)[CH2:21][C:20]2([CH3:22])[CH3:23])[CH3:34]. The yield is 0.240. (6) The reactants are C(OC(=O)[NH:7][CH:8]1[CH2:13][CH2:12][CH:11]([CH2:14][NH2:15])[CH2:10][CH2:9]1)(C)(C)C.C(N(CC)C(C)C)(C)C.[CH2:26]([O:33][C:34](Cl)=[O:35])[C:27]1[CH:32]=[CH:31][CH:30]=[CH:29][CH:28]=1.C(O)(C(F)(F)F)=O. The catalyst is C(Cl)Cl. The product is [CH2:26]([O:33][C:34](=[O:35])[NH:15][CH2:14][CH:11]1[CH2:10][CH2:9][CH:8]([NH2:7])[CH2:13][CH2:12]1)[C:27]1[CH:32]=[CH:31][CH:30]=[CH:29][CH:28]=1. The yield is 0.900. (7) The reactants are Br[C:2]1[CH:11]=[CH:10][CH:9]=[C:8]([Cl:12])[C:3]=1[C:4]([O:6][CH3:7])=[O:5].[CH:13]1(B(O)O)[CH2:15][CH2:14]1.P(C1CCCCC1)(C1CCCCC1)C1CCCCC1.[O-]P([O-])([O-])=O.[K+].[K+].[K+]. The catalyst is C1(C)C=CC=CC=1.CC([O-])=O.CC([O-])=O.[Pd+2].O. The product is [Cl:12][C:8]1[CH:9]=[CH:10][CH:11]=[C:2]([CH:13]2[CH2:15][CH2:14]2)[C:3]=1[C:4]([O:6][CH3:7])=[O:5]. The yield is 0.710.